This data is from Catalyst prediction with 721,799 reactions and 888 catalyst types from USPTO. The task is: Predict which catalyst facilitates the given reaction. (1) Product: [CH3:47][C:48]1([CH3:55])[CH2:52][CH2:51][CH2:50][CH:49]1[NH:53][NH:54][C:10](=[O:12])[C:3]1[C:2]([I:1])=[CH:7][CH:6]=[N:5][C:4]=1[O:8][CH3:9]. Reactant: [I:1][C:2]1[CH:7]=[CH:6][N:5]=[C:4]([O:8][CH3:9])[C:3]=1[C:10]([OH:12])=O.C(N(CC)CC)C.F[P-](F)(F)(F)(F)F.N1(OC(N(C)C)=[N+](C)C)C2N=CC=CC=2N=N1.Cl.Cl.Cl.[CH3:47][C:48]1([CH3:55])[CH2:52][CH2:51][CH2:50][CH:49]1[NH:53][NH2:54]. The catalyst class is: 287. (2) Reactant: CS([C:4]1[O:5][C:6]2[CH:12]=[C:11]([O:13][C:14]3[CH:19]=[CH:18][N:17]=[C:16]([C:20]([NH:22][CH3:23])=[O:21])[CH:15]=3)[CH:10]=[CH:9][C:7]=2[N:8]=1)=O.[CH:24]1([CH2:30][NH2:31])[CH2:29][CH2:28][CH2:27][CH2:26][CH2:25]1. Product: [CH:24]1([CH2:30][NH:31][C:4]2[O:5][C:6]3[CH:12]=[C:11]([O:13][C:14]4[CH:19]=[CH:18][N:17]=[C:16]([C:20]([NH:22][CH3:23])=[O:21])[CH:15]=4)[CH:10]=[CH:9][C:7]=3[N:8]=2)[CH2:29][CH2:28][CH2:27][CH2:26][CH2:25]1. The catalyst class is: 1. (3) Reactant: [CH2:1]([O:3][C:4](=[O:24])[CH:5]=[CH:6][C:7]1[CH:12]=[CH:11][C:10]([O:13][C:14]2[CH:19]=[C:18]([O:20][CH3:21])[CH:17]=[CH:16][C:15]=2[CH3:22])=[CH:9][C:8]=1[CH3:23])[CH3:2].C(O)(=O)C.[H][H]. Product: [CH2:1]([O:3][C:4](=[O:24])[CH2:5][CH2:6][C:7]1[CH:12]=[CH:11][C:10]([O:13][C:14]2[CH:19]=[C:18]([O:20][CH3:21])[CH:17]=[CH:16][C:15]=2[CH3:22])=[CH:9][C:8]=1[CH3:23])[CH3:2]. The catalyst class is: 29. (4) Reactant: [CH:1]([N:4]1[CH2:9][CH2:8][CH2:7][CH2:6][C@H:5]1[C:10]([OH:12])=O)([CH3:3])[CH3:2].CN(C(ON1N=NC2C=CC=NC1=2)=[N+](C)C)C.F[P-](F)(F)(F)(F)F.CCN(C(C)C)C(C)C.[CH3:46][C:47]1([S:50]([NH:53][C:54]([C@@:56]2([NH:61][C:62]([C@@H:64]3[CH2:75][C@:67]4([C:72]([CH3:74])([CH3:73])[C:68]54[CH2:71][CH2:70][CH2:69]5)[CH2:66][N:65]3[C:76](=[O:93])[C@@H:77]([NH:82][C:83](=[O:92])[C@@H:84]([NH2:91])[CH:85]3[CH2:90][CH2:89][CH2:88][CH2:87][CH2:86]3)[C:78]([CH3:81])([CH3:80])[CH3:79])=[O:63])[CH2:58][C@H:57]2[CH:59]=[CH2:60])=[O:55])(=[O:52])=[O:51])[CH2:49][CH2:48]1.IC. Product: [CH:85]1([C@H:84]([NH:91][C:10]([C@@H:5]2[CH2:6][CH2:7][CH2:8][CH2:9][N:4]2[CH:1]([CH3:2])[CH3:3])=[O:12])[C:83]([NH:82][C@@H:77]([C:78]([CH3:81])([CH3:80])[CH3:79])[C:76]([N:65]2[C@H:64]([C:62]([NH:61][C@:56]3([C:54](=[O:55])[NH:53][S:50]([C:47]4([CH3:46])[CH2:48][CH2:49]4)(=[O:51])=[O:52])[CH2:58][C@H:57]3[CH:59]=[CH2:60])=[O:63])[CH2:75][C@:67]3([C:72]([CH3:74])([CH3:73])[C:68]43[CH2:69][CH2:70][CH2:71]4)[CH2:66]2)=[O:93])=[O:92])[CH2:86][CH2:87][CH2:88][CH2:89][CH2:90]1. The catalyst class is: 2. (5) Reactant: C([Cl:4])(=O)C.C(OC([N:12]1[CH2:17][CH2:16][O:15][CH:14]([C:18]2[CH:23]=[CH:22][C:21]([O:24][CH2:25][C:26]3[C:31]([Cl:32])=[CH:30][CH:29]=[CH:28][C:27]=3[Cl:33])=[CH:20][CH:19]=2)[CH2:13]1)=O)(C)(C)C. Product: [ClH:4].[Cl:32][C:31]1[CH:30]=[CH:29][CH:28]=[C:27]([Cl:33])[C:26]=1[CH2:25][O:24][C:21]1[CH:20]=[CH:19][C:18]([CH:14]2[O:15][CH2:16][CH2:17][NH:12][CH2:13]2)=[CH:23][CH:22]=1. The catalyst class is: 8. (6) Reactant: CB1N2CCC[C@H]2C(C2C=CC=CC=2)(C2C=CC=CC=2)O1.[C:22]([C:25]1[C:26]([O:45][CH2:46][CH3:47])=[C:27]([CH:34]2[CH2:37][N:36]([C:38]([O:40][C:41]([CH3:44])([CH3:43])[CH3:42])=[O:39])[CH2:35]2)[C:28]([C:32]#[N:33])=[C:29]([Cl:31])[CH:30]=1)(=[O:24])[CH3:23]. Product: [Cl:31][C:29]1[C:28]([C:32]#[N:33])=[C:27]([CH:34]2[CH2:35][N:36]([C:38]([O:40][C:41]([CH3:44])([CH3:43])[CH3:42])=[O:39])[CH2:37]2)[C:26]([O:45][CH2:46][CH3:47])=[C:25]([CH:22]([OH:24])[CH3:23])[CH:30]=1. The catalyst class is: 7. (7) Reactant: [Br:1][C:2]1[CH:7]=[CH:6][C:5]([CH:8]2[CH2:10][CH:9]2[C:11]([O:13]C(C)(C)C)=[O:12])=[CH:4][CH:3]=1.[OH-].[Li+]. Product: [Br:1][C:2]1[CH:3]=[CH:4][C:5]([CH:8]2[CH2:10][CH:9]2[C:11]([OH:13])=[O:12])=[CH:6][CH:7]=1. The catalyst class is: 364.